Dataset: Forward reaction prediction with 1.9M reactions from USPTO patents (1976-2016). Task: Predict the product of the given reaction. (1) Given the reactants [CH2:1]([CH:3]=[CH:4][PH:5](=[O:7])[OH:6])[CH3:2].[CH2:8](O)[CH2:9][OH:10], predict the reaction product. The product is: [CH2:1]([CH:3]=[CH:4][PH:5](=[O:6])[O:7][CH2:8][CH2:9][OH:10])[CH3:2]. (2) The product is: [C:1]([C:5]1[CH:10]=[CH:9][C:8]([C:11]([OH:20])=[O:24])=[C:7]([N+:13]([O-:15])=[O:14])[CH:6]=1)([CH3:4])([CH3:3])[CH3:2]. Given the reactants [C:1]([C:5]1[CH:10]=[CH:9][C:8]([C:11]#C)=[C:7]([N+:13]([O-:15])=[O:14])[CH:6]=1)([CH3:4])([CH3:3])[CH3:2].C(#N)C.I(O)(=O)(=O)=[O:20].[OH2:24], predict the reaction product. (3) Given the reactants [N+:1]([C:4]1[CH:24]=[CH:23][C:7]([O:8][C:9]2[CH:22]=[CH:21][C:12]3[N:13]=[C:14]([NH:16][C:17](=[O:20])[O:18][CH3:19])[S:15][C:11]=3[CH:10]=2)=[CH:6][CH:5]=1)([O-])=O.Cl[Sn]Cl, predict the reaction product. The product is: [NH2:1][C:4]1[CH:24]=[CH:23][C:7]([O:8][C:9]2[CH:22]=[CH:21][C:12]3[N:13]=[C:14]([NH:16][C:17](=[O:20])[O:18][CH3:19])[S:15][C:11]=3[CH:10]=2)=[CH:6][CH:5]=1. (4) Given the reactants [CH2:1]([N:5]1[C:13]2[N:12]=[C:11]([Cl:14])[NH:10][C:9]=2[C:8](=[O:15])[N:7]([CH2:16][CH2:17][CH2:18][C:19]([O:21]CC)=O)[C:6]1=[O:24])[CH2:2][CH2:3][CH3:4].[Cl:25][C:26]1[CH:27]=[C:28]([CH2:33]/[C:34](=[N:37]/[H])/[NH:35]O)[CH:29]=[C:30]([Cl:32])[CH:31]=1.[O-]CC.[Na+], predict the reaction product. The product is: [CH2:1]([N:5]1[C:13]2[N:12]=[C:11]([Cl:14])[NH:10][C:9]=2[C:8](=[O:15])[N:7]([CH2:16][CH2:17][CH2:18][C:19]2[O:21][N:35]=[C:34]([CH2:33][C:28]3[CH:29]=[C:30]([Cl:32])[CH:31]=[C:26]([Cl:25])[CH:27]=3)[N:37]=2)[C:6]1=[O:24])[CH2:2][CH2:3][CH3:4]. (5) Given the reactants C(=O)([O-])[O-].[K+].[K+].Br[CH2:8][CH2:9][CH2:10][CH2:11][CH2:12]Br.CN(C)C=O.[NH2:19][C:20]1[CH:21]=[CH:22][C:23]([O:30][CH2:31][C:32]2[CH:37]=[CH:36][CH:35]=[CH:34][CH:33]=2)=[C:24]([CH:29]=1)[C:25]([O:27][CH3:28])=[O:26], predict the reaction product. The product is: [CH2:31]([O:30][C:23]1[CH:22]=[CH:21][C:20]([N:19]2[CH2:12][CH2:11][CH2:10][CH2:9][CH2:8]2)=[CH:29][C:24]=1[C:25]([O:27][CH3:28])=[O:26])[C:32]1[CH:37]=[CH:36][CH:35]=[CH:34][CH:33]=1. (6) Given the reactants [Br:1][C:2]1[CH:3]=[CH:4][CH:5]=[C:6]2[C:11]=1[N:10]=[CH:9][CH:8]=[C:7]2Cl.Cl.[NH:14]1[CH:18]=[C:17]([C:19]2[CH:20]=[N:21][N:22]([CH3:24])[CH:23]=2)[N:16]=[CH:15]1.N1C2C(=CC=CC=2O)C=CC=1.C(=O)([O-])[O-].[Cs+].[Cs+], predict the reaction product. The product is: [Br:1][C:2]1[CH:3]=[CH:4][CH:5]=[C:6]2[C:11]=1[N:10]=[CH:9][CH:8]=[C:7]2[N:14]1[CH:18]=[C:17]([C:19]2[CH:20]=[N:21][N:22]([CH3:24])[CH:23]=2)[N:16]=[CH:15]1. (7) Given the reactants [CH2:1]([CH:3]1[C:12]2[C:7](=[CH:8][CH:9]=[CH:10][CH:11]=2)[C:6](=[O:13])[NH:5][C:4]1=[O:14])[CH3:2].[N+:15]([O-])([OH:17])=[O:16], predict the reaction product. The product is: [CH2:1]([CH:3]1[C:12]2[C:7](=[CH:8][C:9]([N+:15]([O-:17])=[O:16])=[CH:10][CH:11]=2)[C:6](=[O:13])[NH:5][C:4]1=[O:14])[CH3:2]. (8) Given the reactants Br.Br.Br.[CH2:4]([C:6]1[C:7]([C:14]2[CH:22]=[C:21]3[C:17]([C:18]([C:23]4[NH:24][C:25]5[CH2:30][CH2:29][NH:28][CH2:27][C:26]=5[N:31]=4)=[N:19][NH:20]3)=[CH:16][CH:15]=2)=[CH:8][C:9]([F:13])=[C:10]([OH:12])[CH:11]=1)[CH3:5].[O:32]([C:39]1[N:44]=[CH:43][C:42]([S:45](Cl)(=[O:47])=[O:46])=[CH:41][CH:40]=1)[C:33]1[CH:38]=[CH:37][CH:36]=[CH:35][CH:34]=1, predict the reaction product. The product is: [CH2:4]([C:6]1[C:7]([C:14]2[CH:22]=[C:21]3[C:17]([C:18]([C:23]4[NH:24][C:25]5[CH2:30][CH2:29][N:28]([S:45]([C:42]6[CH:43]=[N:44][C:39]([O:32][C:33]7[CH:38]=[CH:37][CH:36]=[CH:35][CH:34]=7)=[CH:40][CH:41]=6)(=[O:46])=[O:47])[CH2:27][C:26]=5[N:31]=4)=[N:19][NH:20]3)=[CH:16][CH:15]=2)=[CH:8][C:9]([F:13])=[C:10]([OH:12])[CH:11]=1)[CH3:5].